Dataset: Full USPTO retrosynthesis dataset with 1.9M reactions from patents (1976-2016). Task: Predict the reactants needed to synthesize the given product. (1) Given the product [F:19][C:15]1[CH:14]=[C:13]([C:10]2[CH:9]=[CH:8][C:7]3[C:6]([C:20]([O:22][CH2:23][CH3:24])=[O:21])=[CH:5][NH:4][C:3](=[O:28])[C:12]=3[N:11]=2)[CH:18]=[CH:17][CH:16]=1, predict the reactants needed to synthesize it. The reactants are: N.Cl[C:3]1[C:12]2[N:11]=[C:10]([C:13]3[CH:18]=[CH:17][CH:16]=[C:15]([F:19])[CH:14]=3)[CH:9]=[CH:8][C:7]=2[C:6]([C:20]([O:22][CH2:23][CH3:24])=[O:21])=[CH:5][N:4]=1.C([OH:28])(C)C. (2) Given the product [C:21]([O:25][C:26](=[O:47])[NH:27][CH:28]([C:29]1[CH:34]=[CH:33][C:32]([C:35]#[N:36])=[CH:31][C:30]=1[Br:37])[C:11]1[C:12](=[O:16])[CH2:13][CH2:14][CH2:15][C:10]=1[NH:9][C:5]1[CH:6]=[CH:7][CH:8]=[C:3]([C:2]([F:17])([F:18])[F:1])[CH:4]=1)([CH3:24])([CH3:22])[CH3:23], predict the reactants needed to synthesize it. The reactants are: [F:1][C:2]([F:18])([F:17])[C:3]1[CH:4]=[C:5]([NH:9][C:10]2[CH2:15][CH2:14][CH2:13][C:12](=[O:16])[CH:11]=2)[CH:6]=[CH:7][CH:8]=1.[H-].[Na+].[C:21]([O:25][C:26](=[O:47])[NH:27][CH:28](S(C1C=CC=CC=1)(=O)=O)[C:29]1[CH:34]=[CH:33][C:32]([C:35]#[N:36])=[CH:31][C:30]=1[Br:37])([CH3:24])([CH3:23])[CH3:22]. (3) Given the product [CH2:32]([N:26]1[CH2:27][C@H:5]([C:6]2[CH:17]=[CH:16][CH:15]=[C:14]([C:18]([F:21])([F:20])[F:19])[C:7]=2[C:8]([O:10][CH:11]([CH3:13])[CH3:12])=[O:9])[C@H:4]([C:3]([O:2][CH3:1])=[O:22])[CH2:25]1)[C:33]1[CH:38]=[CH:37][CH:36]=[CH:35][CH:34]=1, predict the reactants needed to synthesize it. The reactants are: [CH3:1][O:2][C:3](=[O:22])/[CH:4]=[CH:5]\[C:6]1[CH:17]=[CH:16][CH:15]=[C:14]([C:18]([F:21])([F:20])[F:19])[C:7]=1[C:8]([O:10][CH:11]([CH3:13])[CH3:12])=[O:9].CO[CH2:25][N:26]([CH2:32][C:33]1[CH:38]=[CH:37][CH:36]=[CH:35][CH:34]=1)[CH2:27][Si](C)(C)C.FC(F)(F)C(O)=O. (4) Given the product [CH3:38][O:39][C:40](=[O:57])[C:41]1[CH:46]=[CH:45][C:44]([C:20]([C:11]2[N:10]([S:7]([C:1]3[CH:2]=[CH:3][CH:4]=[CH:5][CH:6]=3)(=[O:9])=[O:8])[C:14]3=[N:15][CH:16]=[C:17]([F:19])[CH:18]=[C:13]3[CH:12]=2)=[CH:21][CH:22]2[CH2:26][CH2:25][CH2:24][CH2:23]2)=[CH:43][C:42]=1[F:56], predict the reactants needed to synthesize it. The reactants are: [C:1]1([S:7]([N:10]2[C:14]3=[N:15][CH:16]=[C:17]([F:19])[CH:18]=[C:13]3[CH:12]=[C:11]2[C:20](OS(C2C=CC(C)=CC=2)(=O)=O)=[CH:21][CH:22]2[CH2:26][CH2:25][CH2:24][CH2:23]2)(=[O:9])=[O:8])[CH:6]=[CH:5][CH:4]=[CH:3][CH:2]=1.[CH3:38][O:39][C:40](=[O:57])[C:41]1[CH:46]=[CH:45][C:44](B2OC(C)(C)C(C)(C)O2)=[CH:43][C:42]=1[F:56].C(=O)([O-])[O-].[Na+].[Na+]. (5) Given the product [CH2:15]([O:22][C:23]1[CH:24]=[C:25]([NH:26][C:11](=[O:13])[C@@H:9]([N:8]([CH3:14])[C:1](=[O:2])[O:3][C:4]([CH3:5])([CH3:6])[CH3:7])[CH3:10])[CH:27]=[CH:28][CH:29]=1)[C:16]1[CH:17]=[CH:18][CH:19]=[CH:20][CH:21]=1, predict the reactants needed to synthesize it. The reactants are: [C:1]([N:8]([CH3:14])[C@H:9]([C:11]([OH:13])=O)[CH3:10])([O:3][C:4]([CH3:7])([CH3:6])[CH3:5])=[O:2].[CH2:15]([O:22][C:23]1[CH:24]=[C:25]([CH:27]=[CH:28][CH:29]=1)[NH2:26])[C:16]1[CH:21]=[CH:20][CH:19]=[CH:18][CH:17]=1.O.C(OCC)(=O)C. (6) Given the product [F:1][C:2]1[CH:7]=[CH:6][CH:5]=[CH:4][C:3]=1[C:8]1[CH:13]=[CH:12][CH:11]=[CH:10][C:9]=1[C:14]([F:20])([F:21])[C:15]([OH:17])=[O:16], predict the reactants needed to synthesize it. The reactants are: [F:1][C:2]1[CH:7]=[CH:6][CH:5]=[CH:4][C:3]=1[C:8]1[CH:13]=[CH:12][CH:11]=[CH:10][C:9]=1[C:14]([F:21])([F:20])[C:15]([O:17]CC)=[O:16].O.[OH-].[Li+].C(O)(=O)CC(CC(O)=O)(C(O)=O)O. (7) Given the product [NH2:31][C:29]1[CH:28]=[CH:27][C:3]([O:4][C:5]2[CH:6]=[C:7]([CH:24]=[CH:25][CH:26]=2)[C:8]([O:10][CH:11]([C:18]2[CH:23]=[CH:22][CH:21]=[CH:20][CH:19]=2)[C:12]2[CH:17]=[CH:16][CH:15]=[CH:14][CH:13]=2)=[O:9])=[C:2]([Cl:1])[CH:30]=1, predict the reactants needed to synthesize it. The reactants are: [Cl:1][C:2]1[CH:30]=[C:29]([N+:31]([O-])=O)[CH:28]=[CH:27][C:3]=1[O:4][C:5]1[CH:6]=[C:7]([CH:24]=[CH:25][CH:26]=1)[C:8]([O:10][CH:11]([C:18]1[CH:23]=[CH:22][CH:21]=[CH:20][CH:19]=1)[C:12]1[CH:17]=[CH:16][CH:15]=[CH:14][CH:13]=1)=[O:9].